Dataset: Drug-target binding data from BindingDB using IC50 measurements. Task: Regression. Given a target protein amino acid sequence and a drug SMILES string, predict the binding affinity score between them. We predict pIC50 (pIC50 = -log10(IC50 in M); higher means more potent). Dataset: bindingdb_ic50. (1) The compound is Nc1ccc(CC(C[Se][Se]CC(Cc2ccc(N)nc2)C(=O)O)C(=O)O)cn1. The target protein (P09955) has sequence MLAFLILVTVTLASAHHSGEHFEGEKVFRVNVEDENDISLLHELASTRQIDFWKPDSVTQIKPHSTVDFRVKAEDILAVEDFLEQNELQYEVLINNLRSVLEAQFDSRVRTTGHSYEKYNNWETIEAWTKQVTSENPDLISRTAIGTTFLGNNIYLLKVGKPGPNKPAIFMDCGFHAREWISHAFCQWFVREAVLTYGYESHMTEFLNKLDFYVLPVLNIDGYIYTWTKNRMWRKTRSTNAGTTCIGTDPNRNFDAGWCTTGASTDPCDETYCGSAAESEKETKALADFIRNNLSSIKAYLTIHSYSQMILYPYSYDYKLPENNAELNNLAKAAVKELATLYGTKYTYGPGATTIYPAAGGSDDWAYDQGIKYSFTFELRDKGRYGFILPESQIQATCEETMLAIKYVTNYVLGHL. The pIC50 is 8.7. (2) The compound is CC(C)CC(N)C(=O)NC(CC(C)C)P(=O)(O)O. The target protein (P14137) has sequence MLAKGLCLRSVLVKSCQPFLSPVWQGPGLATGNGAGISSTNSPRSFNEIPSPGDNGWINLYHFLRENGTHRIHYHHMQNFQKYGPIYREKLGNMESVYILDPKDAATLFSCEGPNPERYLVPPWVAYHQYYQRPIGVLFKSSDAWRKDRIVLNQEVMAPDSIKNFVPLLEGVAQDFIKVLHRRIKQQNSGKFSGDISDDLFRFAFESITSVVFGERLGMLEEIVDPESQRFIDAVYQMFHTSVPMLNMPPDLFRLFRTKTWKDHAAAWDVIFSKADEYTQNFYWDLRQKRDFSKYPGVLYSLLGGNKLPFKNIQANITEMLAGGVDTTSMTLQWNLYEMAHNLKVQEMLRAEVLAARRQAQGDMAKMVQLVPLLKASIKETLRLHPISVTLQRYIVNDLVLRNYKIPAKTLVQVASYAMGRESSFFPNPNKFDPTRWLEKSQNTTHFRYLGFGWGVRQCLGRRIAELEMTIFLINVLENFRIEVQSIRDVGTKFNLILMP.... The pIC50 is 2.7. (3) The drug is O=C1CCc2cc(/C=C/C(=O)N3CC(COc4cccc(F)c4)C3)cnc2N1. The target protein sequence is YVIMGIANKRSIAFGVAKVLDQLGAKLVFTYRKERSRKELEKLLEQLNQPEAHLYQIDVQSDEEVINGFEQIGKDVGNIDGVYHSIAFANMEDLRGRFSETSREGFLLAQDISSYSLTIVAHEAKKLMPEGGSIVATTYLGGEFAVQNYNVMGVAKASLEANVKYLALDLGPDNIRVNAISAGPIRTLSAKGVGGFNTILKEIEERAPLKRNVDQVEVGKTAAYLLSDLSSGVTGENIHVDSG. The pIC50 is 6.4. (4) The small molecule is C[C@@]1(F)[C@H](O)[C@@H](COP(=O)(O)OP(=O)(O)OP(=O)(O)O)O[C@H]1n1ccc(=O)[nH]c1=O. The target protein (P24928) has sequence MHGGGPPSGDSACPLRTIKRVQFGVLSPDELKRMSVTEGGIKYPETTEGGRPKLGGLMDPRQGVIERTGRCQTCAGNMTECPGHFGHIELAKPVFHVGFLVKTMKVLRCVCFFCSKLLVDSNNPKIKDILAKSKGQPKKRLTHVYDLCKGKNICEGGEEMDNKFGVEQPEGDEDLTKEKGHGGCGRYQPRIRRSGLELYAEWKHVNEDSQEKKILLSPERVHEIFKRISDEECFVLGMEPRYARPEWMIVTVLPVPPLSVRPAVVMQGSARNQDDLTHKLADIVKINNQLRRNEQNGAAAHVIAEDVKLLQFHVATMVDNELPGLPRAMQKSGRPLKSLKQRLKGKEGRVRGNLMGKRVDFSARTVITPDPNLSIDQVGVPRSIAANMTFAEIVTPFNIDRLQELVRRGNSQYPGAKYIIRDNGDRIDLRFHPKPSDLHLQTGYKVERHMCDGDIVIFNRQPTLHKMSMMGHRVRILPWSTFRLNLSVTTPYNADFDGDE.... The pIC50 is 3.3. (5) The drug is CC1(C)O[C@H](COP(=O)(O)O)[C@H](C(=O)NO)O1. The target protein (Q5NGP7) has sequence MEISMTSHINNAVETFRLEIETLEKLKNSIDENFEKACEIILENNRDKSRVIITGMGKSGHIGKKMAATFASTGTPAFFVHPGEAGHGDFGMITKNDVLIAISNSGTSSEIMGLLPMIKHLDIPIIAITSNPKSILARNSNVTLNLHVDKEACPLNLAPTSSTTATLVLGDALAIALLKAKNFSEKDFAFSHPNGALGRKLILKVENIMRKGNEIPIVKPTDNIRKAILEISDKGVGNTLVAENNTLLGIFTDGDLRRMFEAESFNSQRAISEVMTKNPKSISKEEMAITALEKMEKYEITSLAVVDNGHNILGIVTMHDLIKLELR. The pIC50 is 2.5. (6) The compound is O=C1S/C(=C/c2cc([N+](=O)[O-])cc([N+](=O)[O-])c2O)C(=O)N1c1ccccc1. The target protein (P0A9J8) has sequence MTSENPLLALREKISALDEKLLALLAERRELAVEVGKAKLLSHRPVRDIDRERDLLERLITLGKAHHLDAHYITRLFQLIIEDSVLTQQALLQQHLNKINPHSARIAFLGPKGSYSHLAARQYAARHFEQFIESGCAKFADIFNQVETGQADYAVVPIENTSSGAINDVYDLLQHTSLSIVGEMTLTIDHCLLVSGTTDLSTINTVYSHPQPFQQCSKFLNRYPHWKIEYTESTSAAMEKVAQAKSPHVAALGSEAGGTLYGLQVLERIEANQRQNFTRFVVLARKAINVSDQVPAKTTLLMATGQQAGALVEALLVLRNHNLIMTRLESRPIHGNPWEEMFYLDIQANLESAEMQKALKELGEITRSMKVLGCYPSENVVPVDPT. The pIC50 is 4.1.